This data is from TCR-epitope binding with 47,182 pairs between 192 epitopes and 23,139 TCRs. The task is: Binary Classification. Given a T-cell receptor sequence (or CDR3 region) and an epitope sequence, predict whether binding occurs between them. (1) The epitope is GLCTLVAML. The TCR CDR3 sequence is CASSFTSGTTDTQYF. Result: 1 (the TCR binds to the epitope). (2) The epitope is FVDGVPFVV. The TCR CDR3 sequence is CASEFRADTQYF. Result: 1 (the TCR binds to the epitope). (3) The epitope is FLPRVFSAV. The TCR CDR3 sequence is CASSQDQINEQYF. Result: 1 (the TCR binds to the epitope). (4) Result: 0 (the TCR does not bind to the epitope). The TCR CDR3 sequence is CASSLSGVSDGQFF. The epitope is AIMTRCLAV. (5) The epitope is GTSGSPIIDK. The TCR CDR3 sequence is CASASSGGPTSYNEQFF. Result: 0 (the TCR does not bind to the epitope).